From a dataset of Peptide-MHC class II binding affinity with 134,281 pairs from IEDB. Regression. Given a peptide amino acid sequence and an MHC pseudo amino acid sequence, predict their binding affinity value. This is MHC class II binding data. The binding affinity (normalized) is 0.553. The peptide sequence is KDFTFVCPTEIVEFAKLAKQ. The MHC is DRB1_0401 with pseudo-sequence DRB1_0401.